The task is: Binary Classification. Given a drug SMILES string, predict its activity (active/inactive) in a high-throughput screening assay against a specified biological target.. This data is from HIV replication inhibition screening data with 41,000+ compounds from the AIDS Antiviral Screen. The drug is N#CC(C#N)=Cn1c(=S)[nH]c2ccc([N+](=O)[O-])cc21. The result is 0 (inactive).